Dataset: Reaction yield outcomes from USPTO patents with 853,638 reactions. Task: Predict the reaction yield, written as a fraction of the theoretical maximum amount of product (1.0 means a 100% yield; for example, 0.34 means a 34% yield). (1) The reactants are [Br:1][C:2]1[C:10]2[NH:9][N:8]=[CH:7][C:6]=2[C:5]2[CH2:11][N:12]([CH2:21][CH2:22][O:23][CH3:24])[C:13](=[O:20])[C@H:14]([CH2:16][C:17]([OH:19])=O)[CH2:15][C:4]=2[CH:3]=1.Cl.[F:26][C:27]1[CH:28]=[CH:29][CH:30]=[C:31]2[C:36]=1[NH:35][C:34](=[O:37])[C:33]([CH:38]1[CH2:43][CH2:42][NH:41][CH2:40][CH2:39]1)=[CH:32]2.ClC1C2NN=CC=2C2CN(CC(C)(C)C)C(=O)[C@@H](CC(=O)N3CCC(N4CC5C(=CC=CC=5)NC4=O)CC3)CC=2C=1. No catalyst specified. The product is [Br:1][C:2]1[C:10]2[NH:9][N:8]=[CH:7][C:6]=2[C:5]2[CH2:11][N:12]([CH2:21][CH2:22][O:23][CH3:24])[C:13](=[O:20])[C@H:14]([CH2:16][C:17]([N:41]3[CH2:42][CH2:43][CH:38]([C:33]4[C:34](=[O:37])[NH:35][C:36]5[C:31]([CH:32]=4)=[CH:30][CH:29]=[CH:28][C:27]=5[F:26])[CH2:39][CH2:40]3)=[O:19])[CH2:15][C:4]=2[CH:3]=1. The yield is 0.560. (2) The reactants are [C:1]1([O:8][CH3:9])[C:2](=[CH:4][CH:5]=[CH:6][CH:7]=1)[OH:3].[C:10]1(=[O:15])[O:14][CH2:13][CH2:12][CH2:11]1.[O-]CC.[K+].C(=O)(O)[O-].[Na+]. No catalyst specified. The product is [CH3:9][O:8][C:1]1[CH:7]=[CH:6][CH:5]=[CH:4][C:2]=1[O:3][CH2:13][CH2:12][CH2:11][C:10]([OH:15])=[O:14]. The yield is 0.550. (3) The reactants are C[O:2][C:3]([C:5]1[CH:10]=[CH:9][C:8]([C:11]2[C:12]([CH3:54])([CH3:53])[C@H:13]3[C@:26]([CH3:29])([CH2:27][CH:28]=2)[C@@H:25]2[C@:16]([CH3:52])([C@@:17]4([CH3:51])[C@H:22]([CH2:23][CH2:24]2)[C@H:21]2[C@H:30]([C:33]([CH3:35])=[CH2:34])[CH2:31][CH2:32][C@:20]2([NH:36][CH2:37][CH:38]2[CH2:43][CH2:42][CH2:41][N:40]([C:44]([O:46][C:47]([CH3:50])([CH3:49])[CH3:48])=[O:45])[CH2:39]2)[CH2:19][CH2:18]4)[CH2:15][CH2:14]3)=[CH:7][CH:6]=1)=[O:4].[OH-].[Na+]. The catalyst is O1CCOCC1.CO. The product is [C:47]([O:46][C:44]([N:40]1[CH2:41][CH2:42][CH2:43][CH:38]([CH2:37][NH:36][C@:20]23[CH2:32][CH2:31][C@@H:30]([C:33]([CH3:35])=[CH2:34])[C@@H:21]2[C@@H:22]2[C@@:17]([CH3:51])([CH2:18][CH2:19]3)[C@@:16]3([CH3:52])[C@@H:25]([C@:26]4([CH3:29])[C@@H:13]([CH2:14][CH2:15]3)[C:12]([CH3:54])([CH3:53])[C:11]([C:8]3[CH:7]=[CH:6][C:5]([C:3]([OH:4])=[O:2])=[CH:10][CH:9]=3)=[CH:28][CH2:27]4)[CH2:24][CH2:23]2)[CH2:39]1)=[O:45])([CH3:48])([CH3:49])[CH3:50]. The yield is 0.560. (4) The reactants are [Br:1][C:2]1[C:3]([F:12])=[C:4]2[C:10]([NH2:11])=[CH:9][NH:8][C:5]2=[N:6][CH:7]=1.[CH:13]1([C:18](Cl)=[O:19])[CH2:17][CH2:16][CH2:15][CH2:14]1. No catalyst specified. The product is [Br:1][C:2]1[C:3]([F:12])=[C:4]2[C:10]([NH:11][C:18]([CH:13]3[CH2:17][CH2:16][CH2:15][CH2:14]3)=[O:19])=[CH:9][NH:8][C:5]2=[N:6][CH:7]=1. The yield is 0.740.